This data is from Forward reaction prediction with 1.9M reactions from USPTO patents (1976-2016). The task is: Predict the product of the given reaction. (1) Given the reactants [NH2:1][CH2:2][C@H:3]1[CH2:8][CH2:7][C@H:6]([NH:9]C(=O)OC(C)(C)C)[CH2:5][CH2:4]1.C(N(CC)CC)C.Cl[C:25]([O:27][CH2:28][C:29]1[CH:34]=[CH:33][CH:32]=[CH:31][CH:30]=1)=[O:26], predict the reaction product. The product is: [NH2:9][C@H:6]1[CH2:5][CH2:4][C@H:3]([CH2:2][NH:1][C:25](=[O:26])[O:27][CH2:28][C:29]2[CH:34]=[CH:33][CH:32]=[CH:31][CH:30]=2)[CH2:8][CH2:7]1. (2) The product is: [Cl:12][C:13]1[CH:18]=[C:17]([C:6]2[CH:7]=[C:2]([Br:1])[CH:3]=[CH:4][C:5]=2[Cl:11])[N:16]=[C:15]([NH2:20])[N:14]=1. Given the reactants [Br:1][C:2]1[CH:3]=[CH:4][C:5]([Cl:11])=[C:6](B(O)O)[CH:7]=1.[Cl:12][C:13]1[CH:18]=[C:17](Cl)[N:16]=[C:15]([NH2:20])[N:14]=1, predict the reaction product. (3) Given the reactants [CH3:1][O:2][C:3]1[C:8]([C:9](O)=[O:10])=[C:7]([CH3:12])[N:6]=[C:5]([O:13][CH3:14])[CH:4]=1.C(Cl)(=O)C([Cl:18])=O, predict the reaction product. The product is: [ClH:18].[CH3:1][O:2][C:3]1[C:8]([C:9]([Cl:18])=[O:10])=[C:7]([CH3:12])[N:6]=[C:5]([O:13][CH3:14])[CH:4]=1.